This data is from Peptide-MHC class II binding affinity with 134,281 pairs from IEDB. The task is: Regression. Given a peptide amino acid sequence and an MHC pseudo amino acid sequence, predict their binding affinity value. This is MHC class II binding data. (1) The peptide sequence is IIFSQNMNIKLKMPL. The MHC is HLA-DPA10301-DPB10402 with pseudo-sequence HLA-DPA10301-DPB10402. The binding affinity (normalized) is 0.601. (2) The peptide sequence is FKDTSMQKTIPLVAL. The MHC is DRB1_0801 with pseudo-sequence DRB1_0801. The binding affinity (normalized) is 0.650. (3) The peptide sequence is NLTFSDAQSAQSQCR. The MHC is H-2-IAb with pseudo-sequence H-2-IAb. The binding affinity (normalized) is 0.380. (4) The peptide sequence is EELPTSIVVPIEPSA. The MHC is DRB1_0101 with pseudo-sequence DRB1_0101. The binding affinity (normalized) is 0.455. (5) The peptide sequence is KGSNPNYLALLVKFV. The MHC is HLA-DQA10102-DQB10602 with pseudo-sequence HLA-DQA10102-DQB10602. The binding affinity (normalized) is 0.337. (6) The peptide sequence is KPVSQMRMATPLLM. The MHC is H-2-IAk with pseudo-sequence H-2-IAk. The binding affinity (normalized) is 0. (7) The peptide sequence is EKTYFAATQFEPLAA. The MHC is HLA-DQA10501-DQB10201 with pseudo-sequence HLA-DQA10501-DQB10201. The binding affinity (normalized) is 0.396.